Dataset: Forward reaction prediction with 1.9M reactions from USPTO patents (1976-2016). Task: Predict the product of the given reaction. Given the reactants [F:1][C:2]1[CH:3]=[C:4]2[C:8](=[CH:9][C:10]=1[I:11])[CH2:7][NH:6][CH2:5]2.[C:12](O[C:12]([O:14][C:15]([CH3:18])([CH3:17])[CH3:16])=[O:13])([O:14][C:15]([CH3:18])([CH3:17])[CH3:16])=[O:13], predict the reaction product. The product is: [C:15]([O:14][C:12]([N:6]1[CH2:5][C:4]2[C:8](=[CH:9][C:10]([I:11])=[C:2]([F:1])[CH:3]=2)[CH2:7]1)=[O:13])([CH3:18])([CH3:17])[CH3:16].